From a dataset of Forward reaction prediction with 1.9M reactions from USPTO patents (1976-2016). Predict the product of the given reaction. (1) The product is: [O:3]1[C:7]2[CH:8]=[CH:9][CH:10]=[C:11]([CH:12]3[CH2:17][CH2:16][N:15]([CH2:18][CH2:19][C@H:20]4[CH2:21][CH2:22][C@H:23]([NH:26][C:31](=[O:32])[CH2:30][C@@H:29]([OH:34])[C:28]([F:36])([F:35])[F:27])[CH2:24][CH2:25]4)[CH2:14][CH2:13]3)[C:6]=2[CH2:5][CH2:4]1. Given the reactants Cl.Cl.[O:3]1[C:7]2[CH:8]=[CH:9][CH:10]=[C:11]([CH:12]3[CH2:17][CH2:16][N:15]([CH2:18][CH2:19][C@H:20]4[CH2:25][CH2:24][C@H:23]([NH2:26])[CH2:22][CH2:21]4)[CH2:14][CH2:13]3)[C:6]=2[CH2:5][CH2:4]1.[F:27][C:28]([F:36])([F:35])[C@H:29]([OH:34])[CH2:30][C:31](O)=[O:32], predict the reaction product. (2) Given the reactants [CH3:1][NH:2][C:3]([C:5]1[CH:6]=[C:7]([CH:15]=[C:16]([C:18]2[CH:23]=[CH:22][C:21]([CH3:24])=[CH:20][N:19]=2)[CH:17]=1)[C:8]([O:10][C:11]([CH3:14])([CH3:13])[CH3:12])=[O:9])=S.[CH:25]1([C:28]([NH:30][NH2:31])=O)[CH2:27][CH2:26]1, predict the reaction product. The product is: [CH:25]1([C:28]2[N:2]([CH3:1])[C:3]([C:5]3[CH:6]=[C:7]([CH:15]=[C:16]([C:18]4[CH:23]=[CH:22][C:21]([CH3:24])=[CH:20][N:19]=4)[CH:17]=3)[C:8]([O:10][C:11]([CH3:14])([CH3:13])[CH3:12])=[O:9])=[N:31][N:30]=2)[CH2:27][CH2:26]1. (3) Given the reactants [O:1]=C[C@@H]([C@H]([C@@H]([C@@H](CO)O)O)O)O.OP([O-])(O)=O.[K+].OP([O-])([O-])=O.[K+].[K+].[Cl-].[K+].[CH3:28][C@@H:29]1[CH2:46][C:45]2[C@H:40]([CH2:41][CH2:42][C:43](=[O:47])[CH:44]=2)[C@@H:39]2[C@@H:30]1[C@H:31]1[C@@:35]([CH2:37][CH2:38]2)([CH3:36])[C:34](=[O:48])[CH2:33][CH2:32]1, predict the reaction product. The product is: [OH:1][C@@H:38]1[CH2:37][C@@:35]2([CH3:36])[C@@H:31]([CH2:32][CH2:33][C:34]2=[O:48])[C@H:30]2[C@H:39]1[C@@H:40]1[C:45]([CH2:46][C@H:29]2[CH3:28])=[CH:44][C:43](=[O:47])[CH2:42][CH2:41]1. (4) Given the reactants [C:1]([C:5]1[O:9][N:8]=[C:7]([NH:10][C:11]([NH:13][C:14]2[CH:19]=[CH:18][CH:17]=[C:16]([O:20][C:21]3[C:30]4[C:25](=[CH:26][C:27]([O:33][CH2:34][CH2:35]Cl)=[C:28]([O:31][CH3:32])[CH:29]=4)[N:24]=[CH:23][N:22]=3)[CH:15]=2)=[O:12])[CH:6]=1)([CH3:4])([CH3:3])[CH3:2].[CH3:37][N:38]1[CH2:43][CH2:42][NH:41][CH2:40][CH2:39]1.C(N(C(C)C)CC)(C)C, predict the reaction product. The product is: [C:1]([C:5]1[O:9][N:8]=[C:7]([NH:10][C:11]([NH:13][C:14]2[CH:19]=[CH:18][CH:17]=[C:16]([O:20][C:21]3[C:30]4[C:25](=[CH:26][C:27]([O:33][CH2:34][CH2:35][N:41]5[CH2:42][CH2:43][N:38]([CH3:37])[CH2:39][CH2:40]5)=[C:28]([O:31][CH3:32])[CH:29]=4)[N:24]=[CH:23][N:22]=3)[CH:15]=2)=[O:12])[CH:6]=1)([CH3:4])([CH3:3])[CH3:2]. (5) The product is: [F:1][C:2]([F:15])([F:16])[C@@:3]([O:13][CH3:14])([C:7]1[CH:12]=[CH:11][CH:10]=[CH:9][CH:8]=1)[C:4]([O:6][C:23]1[C:22]([F:25])=[C:21]([F:26])[C:20]([F:27])=[C:19]([F:28])[C:18]=1[F:17])=[O:5]. Given the reactants [F:1][C:2]([F:16])([F:15])[C@@:3]([O:13][CH3:14])([C:7]1[CH:12]=[CH:11][CH:10]=[CH:9][CH:8]=1)[C:4]([OH:6])=[O:5].[F:17][C:18]1[C:23](O)=[C:22]([F:25])[C:21]([F:26])=[C:20]([F:27])[C:19]=1[F:28].C1CCC(N=C=NC2CCCCC2)CC1, predict the reaction product. (6) Given the reactants Cl[C:2]1[N:7]=[C:6]2[N:8]([CH3:19])[S:9](=[O:18])(=[O:17])[N:10]([CH2:11][CH:12]3[CH2:14][C:13]3([F:16])[F:15])[C:5]2=[CH:4][CH:3]=1.[CH3:20][C:21]1[CH:30]=[CH:29][C:24]([C:25]([O:27][CH3:28])=[O:26])=[CH:23][C:22]=1B1OC(C)(C)C(C)(C)O1.P([O-])([O-])([O-])=O.[K+].[K+].[K+].COC1C=CC=C(OC)C=1C1C=CC=CC=1P(C1CCCCC1)C1CCCCC1, predict the reaction product. The product is: [F:15][C:13]1([F:16])[CH2:14][CH:12]1[CH2:11][N:10]1[C:5]2[C:6](=[N:7][C:2]([C:22]3[CH:23]=[C:24]([CH:29]=[CH:30][C:21]=3[CH3:20])[C:25]([O:27][CH3:28])=[O:26])=[CH:3][CH:4]=2)[N:8]([CH3:19])[S:9]1(=[O:18])=[O:17]. (7) Given the reactants [Mg].II.Br[C:5]1[CH:10]=[C:9]([CH3:11])[CH:8]=[C:7]([CH3:12])[CH:6]=1.[CH3:13][C:14]1[CH:15]=[C:16]([CH:19]=[C:20]([CH3:22])[CH:21]=1)[CH:17]=[O:18].Cl, predict the reaction product. The product is: [CH3:13][C:14]1[CH:15]=[C:16]([CH:17]([C:5]2[CH:10]=[C:9]([CH3:11])[CH:8]=[C:7]([CH3:12])[CH:6]=2)[OH:18])[CH:19]=[C:20]([CH3:22])[CH:21]=1. (8) Given the reactants C[O:2][C:3]([C:5]1[C@H:9]([CH2:10][O:11][CH2:12][C:13]2[CH:18]=[CH:17][CH:16]=[CH:15][CH:14]=2)[C@@H:8]([O:19][CH2:20][C:21]2[CH:26]=[CH:25][CH:24]=[CH:23][CH:22]=2)[CH2:7][CH:6]=1)=O.[H-].C([Al+]CC(C)C)C(C)C, predict the reaction product. The product is: [C:21]1([CH2:20][O:19][C@@H:8]2[C@@H:9]([CH2:10][O:11][CH2:12][C:13]3[CH:14]=[CH:15][CH:16]=[CH:17][CH:18]=3)[C:5]([CH2:3][OH:2])=[CH:6][CH2:7]2)[CH:22]=[CH:23][CH:24]=[CH:25][CH:26]=1.